The task is: Predict the product of the given reaction.. This data is from Forward reaction prediction with 1.9M reactions from USPTO patents (1976-2016). Given the reactants [OH:1][C:2]1[CH:7]=[CH:6][C:5]([C:8]2[CH:13]=[CH:12][CH:11]=[CH:10][C:9]=2[N+:14]([O-:16])=[O:15])=[CH:4][CH:3]=1.C[O:18][C:19](=[O:28])[C:20]1[CH:25]=[CH:24][CH:23]=[CH:22][C:21]=1[CH2:26]Br, predict the reaction product. The product is: [N+:14]([C:9]1[CH:10]=[CH:11][CH:12]=[CH:13][C:8]=1[C:5]1[CH:6]=[CH:7][C:2]([O:1][CH2:26][C:21]2[CH:22]=[CH:23][CH:24]=[CH:25][C:20]=2[C:19]([OH:28])=[O:18])=[CH:3][CH:4]=1)([O-:16])=[O:15].